From a dataset of Catalyst prediction with 721,799 reactions and 888 catalyst types from USPTO. Predict which catalyst facilitates the given reaction. (1) The catalyst class is: 23. Product: [CH2:32]([N:18]([CH2:17][C:14]1[CH:15]=[N:16][C:11]([C:8]2[CH:9]=[CH:10][C:5]([S:2]([CH3:1])(=[O:3])=[O:4])=[CH:6][CH:7]=2)=[CH:12][CH:13]=1)[CH:19]1[CH2:24][CH2:23][N:22]([C:25]([O:27][C:28]([CH3:31])([CH3:30])[CH3:29])=[O:26])[CH2:21][CH2:20]1)[CH3:33]. Reactant: [CH3:1][S:2]([C:5]1[CH:10]=[CH:9][C:8]([C:11]2[N:16]=[CH:15][C:14]([CH2:17][NH:18][CH:19]3[CH2:24][CH2:23][N:22]([C:25]([O:27][C:28]([CH3:31])([CH3:30])[CH3:29])=[O:26])[CH2:21][CH2:20]3)=[CH:13][CH:12]=2)=[CH:7][CH:6]=1)(=[O:4])=[O:3].[CH2:32](N(C(C)C)C(C)C)[CH3:33].ICC. (2) Reactant: [Si:1]([O:8][CH2:9][CH:10]1[N:15]([CH2:16][CH:17]=[CH:18][C:19]#[N:20])[CH2:14][CH2:13][N:12]([C:21]([O:23][C:24]([CH3:27])([CH3:26])[CH3:25])=[O:22])[CH2:11]1)([C:4]([CH3:7])([CH3:6])[CH3:5])([CH3:3])[CH3:2].[NH:28]1[CH:32]=[C:31]([C:33]2[C:34]3[CH:41]=[CH:40][N:39]([CH2:42][O:43][CH2:44][CH2:45][Si:46]([CH3:49])([CH3:48])[CH3:47])[C:35]=3[N:36]=[CH:37][N:38]=2)[CH:30]=[N:29]1.C(=O)([O-])[O-].[K+].[K+]. Product: [Si:1]([O:8][CH2:9][CH:10]1[N:15]([CH2:16][CH:17]([N:28]2[CH:32]=[C:31]([C:33]3[C:34]4[CH:41]=[CH:40][N:39]([CH2:42][O:43][CH2:44][CH2:45][Si:46]([CH3:49])([CH3:48])[CH3:47])[C:35]=4[N:36]=[CH:37][N:38]=3)[CH:30]=[N:29]2)[CH2:18][C:19]#[N:20])[CH2:14][CH2:13][N:12]([C:21]([O:23][C:24]([CH3:27])([CH3:26])[CH3:25])=[O:22])[CH2:11]1)([C:4]([CH3:7])([CH3:5])[CH3:6])([CH3:2])[CH3:3]. The catalyst class is: 3. (3) Reactant: [C:1]([O:5][C:6]([N:8]1[CH2:13][CH2:12][CH:11]([O:14][CH2:15][C:16]2[N:20]=[C:19]([C:21]3[O:29][C:28]4[CH:27]=[CH:26][N:25]=[C:24]([CH2:30][OH:31])[C:23]=4[CH:22]=3)[O:18][N:17]=2)[CH2:10][CH2:9]1)=[O:7])([CH3:4])([CH3:3])[CH3:2].CC(OI1(OC(C)=O)(OC(C)=O)OC(=O)C2C=CC=CC1=2)=O. Product: [C:1]([O:5][C:6]([N:8]1[CH2:13][CH2:12][CH:11]([O:14][CH2:15][C:16]2[N:20]=[C:19]([C:21]3[O:29][C:28]4[CH:27]=[CH:26][N:25]=[C:24]([CH:30]=[O:31])[C:23]=4[CH:22]=3)[O:18][N:17]=2)[CH2:10][CH2:9]1)=[O:7])([CH3:4])([CH3:2])[CH3:3]. The catalyst class is: 61. (4) Product: [CH2:25]([O:19][C:13]1[C:12]([CH:20]=[O:21])=[C:11]2[C:16]([C:17](=[O:18])[C:8]([C:5]3[CH:4]=[CH:3][C:2]([Cl:1])=[CH:7][CH:6]=3)=[C:9]([CH:22]([CH3:24])[CH3:23])[O:10]2)=[CH:15][CH:14]=1)[C:26]1[CH:31]=[CH:30][CH:29]=[CH:28][CH:27]=1. The catalyst class is: 9. Reactant: [Cl:1][C:2]1[CH:7]=[CH:6][C:5]([C:8]2[C:17](=[O:18])[C:16]3[C:11](=[C:12]([CH:20]=[O:21])[C:13]([OH:19])=[CH:14][CH:15]=3)[O:10][C:9]=2[CH:22]([CH3:24])[CH3:23])=[CH:4][CH:3]=1.[CH2:25](Br)[C:26]1[CH:31]=[CH:30][CH:29]=[CH:28][CH:27]=1.C([O-])([O-])=O.[K+].[K+]. (5) Reactant: [NH2:1][C:2]1[N:7]=[CH:6][N:5]=[C:4]2[N:8]([CH2:25][C@H:26]3[CH2:30][CH2:29][CH2:28][N:27]3[C:31](=[O:35])[CH2:32][C:33]#[N:34])[N:9]=[C:10]([C:11]3[CH:16]=[CH:15][C:14]([O:17][C:18]4[CH:23]=[CH:22][CH:21]=[CH:20][CH:19]=4)=[CH:13][C:12]=3[F:24])[C:3]=12.N1CCCCC1.[CH3:42][C:43]([N:47]1[CH2:52][CH2:51][CH2:50][CH2:49][CH2:48]1)([CH3:46])[CH:44]=O. Product: [NH2:1][C:2]1[N:7]=[CH:6][N:5]=[C:4]2[N:8]([CH2:25][C@H:26]3[CH2:30][CH2:29][CH2:28][N:27]3[C:31]([C:32](=[CH:42][C:43]([CH3:46])([N:47]3[CH2:52][CH2:51][CH2:50][CH2:49][CH2:48]3)[CH3:44])[C:33]#[N:34])=[O:35])[N:9]=[C:10]([C:11]3[CH:16]=[CH:15][C:14]([O:17][C:18]4[CH:19]=[CH:20][CH:21]=[CH:22][CH:23]=4)=[CH:13][C:12]=3[F:24])[C:3]=12. The catalyst class is: 8. (6) Product: [CH:7]1([N:3]2[CH2:2][CH2:1][C:6]3([CH2:22][CH2:23][NH:24][CH2:19]3)[CH2:4]2)[CH2:8][CH2:9]1. The catalyst class is: 1. Reactant: [CH3:1][CH2:2][N:3]([CH:7]([CH3:9])[CH3:8])[CH:4]([CH3:6])C.CN(C(ON1N=NC2C=[CH:22][CH:23]=[N:24][C:19]1=2)=[N+](C)C)C.F[P-](F)(F)(F)(F)F. (7) Reactant: [CH2:1]([NH:3][C:4]([NH:6][C:7]1[S:8][C:9]2[C:15]([CH:16]=O)=[CH:14][C:13]([C:18]3[CH:19]=[N:20][C:21]([N:24]4[CH2:29][CH2:28][C:27]([CH3:35])([C:30]([O:32][CH2:33][CH3:34])=[O:31])[CH2:26][CH2:25]4)=[N:22][CH:23]=3)=[CH:12][C:10]=2[N:11]=1)=[O:5])[CH3:2].[CH3:36][NH2:37].[BH4-].[Na+]. Product: [CH2:1]([NH:3][C:4]([NH:6][C:7]1[S:8][C:9]2[C:15]([CH2:16][NH:37][CH3:36])=[CH:14][C:13]([C:18]3[CH:19]=[N:20][C:21]([N:24]4[CH2:29][CH2:28][C:27]([CH3:35])([C:30]([O:32][CH2:33][CH3:34])=[O:31])[CH2:26][CH2:25]4)=[N:22][CH:23]=3)=[CH:12][C:10]=2[N:11]=1)=[O:5])[CH3:2]. The catalyst class is: 20. (8) Reactant: [C:1]([C:3](=[CH:8][CH:9]([CH3:11])[CH3:10])[CH2:4][C:5]([OH:7])=[O:6])#[N:2].[H][H]. Product: [C:1]([CH:3]([CH2:8][CH:9]([CH3:11])[CH3:10])[CH2:4][C:5]([OH:7])=[O:6])#[N:2]. The catalyst class is: 5. (9) Reactant: C1C=[C:5]2[C:7]([C:9](O)(O)[C:10](=[O:11])C2=CC=1)=[O:8].[C:14]([OH:17])(=[O:16])[CH3:15]. Product: [CH3:5][C:7]([CH2:9][C:10]([CH2:15][C:14]([OH:17])=[O:16])=[O:11])=[O:8]. The catalyst class is: 723.